From a dataset of Catalyst prediction with 721,799 reactions and 888 catalyst types from USPTO. Predict which catalyst facilitates the given reaction. (1) Reactant: N[C:2]1[C:10]([Cl:11])=[CH:9][C:8]([O:12][C:13]([F:16])([F:15])[F:14])=[CH:7][C:3]=1[C:4]([OH:6])=[O:5].Cl.N([O-])=O.[Na+].[PH2](O)=O. Product: [Cl:11][C:10]1[CH:2]=[C:3]([CH:7]=[C:8]([O:12][C:13]([F:14])([F:15])[F:16])[CH:9]=1)[C:4]([OH:6])=[O:5]. The catalyst class is: 38. (2) Reactant: [CH3:1][NH:2][CH3:3].[CH2:4]([O:6][C:7](=[O:22])[CH2:8][C:9]1[C:18]2[C:13](=[CH:14][CH:15]=[C:16]([CH:19]=O)[CH:17]=2)[CH:12]=[CH:11][C:10]=1[Cl:21])[CH3:5].C([BH3-])#N.[Na+].C(O)(=O)C. The catalyst class is: 36. Product: [CH2:4]([O:6][C:7](=[O:22])[CH2:8][C:9]1[C:18]2[C:13](=[CH:14][CH:15]=[C:16]([CH2:19][N:2]([CH3:3])[CH3:1])[CH:17]=2)[CH:12]=[CH:11][C:10]=1[Cl:21])[CH3:5].